Dataset: Reaction yield outcomes from USPTO patents with 853,638 reactions. Task: Predict the reaction yield, written as a fraction of the theoretical maximum amount of product (1.0 means a 100% yield; for example, 0.34 means a 34% yield). (1) The reactants are [OH-].[Li+].C([O:5][C:6](=[O:31])[CH2:7][CH2:8][CH2:9][CH2:10][CH2:11][CH2:12][N:13]([CH2:18][CH:19]=[CH:20][CH2:21][CH:22]([OH:30])[C:23]1([CH2:27][CH2:28][CH3:29])[CH2:26][CH2:25][CH2:24]1)[S:14]([CH3:17])(=[O:16])=[O:15])C.Cl. The catalyst is O.C1COCC1. The product is [OH:30][CH:22]([C:23]1([CH2:27][CH2:28][CH3:29])[CH2:26][CH2:25][CH2:24]1)[CH2:21][CH:20]=[CH:19][CH2:18][N:13]([S:14]([CH3:17])(=[O:16])=[O:15])[CH2:12][CH2:11][CH2:10][CH2:9][CH2:8][CH2:7][C:6]([OH:31])=[O:5]. The yield is 0.720. (2) The reactants are [Cl:1]C1C=C(OC)C(OC)=CC=1C1N=C(C2C=C(C(OC)=S)SC=2C)SC=1.[Cl:27][C:28]1[CH:36]=[C:35]([O:37][CH3:38])[C:34]([O:39][CH3:40])=[CH:33][C:29]=1[C:30](O)=[O:31]. No catalyst specified. The product is [Cl:27][C:28]1[CH:36]=[C:35]([O:37][CH3:38])[C:34]([O:39][CH3:40])=[CH:33][C:29]=1[C:30]([Cl:1])=[O:31]. The yield is 0.960.